Dataset: Reaction yield outcomes from USPTO patents with 853,638 reactions. Task: Predict the reaction yield, written as a fraction of the theoretical maximum amount of product (1.0 means a 100% yield; for example, 0.34 means a 34% yield). (1) The reactants are [NH2:1][C:2]1[N:7]=[CH:6][N:5]=[C:4]2[N:8]([CH:12]([C:14]3[O:15][C:16]4[C:21]([C:22](=[O:31])[C:23]=3[C:24]3[CH:29]=[CH:28][CH:27]=[C:26]([F:30])[CH:25]=3)=[CH:20][CH:19]=[CH:18][CH:17]=4)[CH3:13])[N:9]=[C:10](I)[C:3]=12.[CH:32]([C:34]1[S:35][CH:36]=[C:37](B(O)O)[CH:38]=1)=[O:33].C(=O)([O-])[O-].[Na+].[Na+].ClCCl. The catalyst is CN(C=O)C.C(O)C.O. The product is [NH2:1][C:2]1[N:7]=[CH:6][N:5]=[C:4]2[N:8]([CH:12]([C:14]3[O:15][C:16]4[C:21]([C:22](=[O:31])[C:23]=3[C:24]3[CH:29]=[CH:28][CH:27]=[C:26]([F:30])[CH:25]=3)=[CH:20][CH:19]=[CH:18][CH:17]=4)[CH3:13])[N:9]=[C:10]([C:37]3[CH:38]=[C:34]([CH:32]=[O:33])[S:35][CH:36]=3)[C:3]=12. The yield is 0.190. (2) The reactants are [C:1]([O:5][C:6](=[O:20])[CH2:7][O:8][C:9]1[C:18]2[CH2:17][CH2:16][CH2:15][CH:14]([NH2:19])[C:13]=2[CH:12]=[CH:11][CH:10]=1)([CH3:4])([CH3:3])[CH3:2].C(N(C(C)C)CC)(C)C.[Br:30][C:31]1[CH:32]=[C:33]([S:38](Cl)(=[O:40])=[O:39])[CH:34]=[N:35][C:36]=1[Cl:37]. No catalyst specified. The product is [C:1]([O:5][C:6](=[O:20])[CH2:7][O:8][C:9]1[C:18]2[CH2:17][CH2:16][CH2:15][CH:14]([NH:19][S:38]([C:33]3[CH:34]=[N:35][C:36]([Cl:37])=[C:31]([Br:30])[CH:32]=3)(=[O:40])=[O:39])[C:13]=2[CH:12]=[CH:11][CH:10]=1)([CH3:4])([CH3:2])[CH3:3]. The yield is 0.550. (3) The reactants are [NH2:1][C:2]1[CH:6]=[CH:5][NH:4][N:3]=1.[Na].[C:8](OCC)(=[O:17])[CH2:9][C:10]([C:12]([O:14][CH2:15][CH3:16])=[O:13])=O.C(O)(=O)C. The catalyst is O. The product is [CH2:15]([O:14][C:12]([C:10]1[C:6]2[CH:5]=[N:4][NH:3][C:2]=2[N:1]=[C:8]([OH:17])[CH:9]=1)=[O:13])[CH3:16]. The yield is 0.280. (4) The reactants are C([O:8][N:9]1[C:13]([C:14]2[CH:15]=[C:16]3[C:21](=[CH:22][C:23]=2[C:24]([F:27])([F:26])[F:25])[NH:20][C:19](=[O:28])[N:18]([NH:29][S:30]([CH3:33])(=[O:32])=[O:31])[C:17]3=[O:34])=[CH:12][CH:11]=[N:10]1)C1C=CC=CC=1. The catalyst is CO.[Pd]. The product is [OH:8][N:9]1[C:13]([C:14]2[CH:15]=[C:16]3[C:21](=[CH:22][C:23]=2[C:24]([F:27])([F:25])[F:26])[NH:20][C:19](=[O:28])[N:18]([NH:29][S:30]([CH3:33])(=[O:32])=[O:31])[C:17]3=[O:34])=[CH:12][CH:11]=[N:10]1. The yield is 0.810. (5) The reactants are C([O:5][C:6]([NH:8][C:9]([CH3:14])([CH2:12][OH:13])[CH2:10]O)=O)(C)(C)C.N1C=CC=CC=1.S(Cl)([Cl:24])(=O)=O. The catalyst is C(Cl)Cl.C(OCC)C. The product is [CH3:14][C:9]1([CH2:10][Cl:24])[CH2:12][O:13][C:6](=[O:5])[NH:8]1. The yield is 0.283. (6) The reactants are I[C:2]1[S:3][C:4]2[CH:10]=[C:9]([O:11][CH3:12])[CH:8]=[CH:7][C:5]=2[N:6]=1.[C:13]([C:15]1[CH:22]=[CH:21][C:18]([NH:19][CH3:20])=[C:17]([F:23])[CH:16]=1)#[CH:14]. The catalyst is C(#N)C.[Cu]I. The product is [F:23][C:17]1[CH:16]=[C:15]([C:13]#[C:14][C:2]2[S:3][C:4]3[CH:10]=[C:9]([O:11][CH3:12])[CH:8]=[CH:7][C:5]=3[N:6]=2)[CH:22]=[CH:21][C:18]=1[NH:19][CH3:20]. The yield is 0.390. (7) The reactants are [CH2:1]([N:8]1[CH2:13][CH2:12][C:11]([NH:16][C:17]2[CH:22]=[CH:21][C:20]([Cl:23])=[CH:19][CH:18]=2)([C:14]#[N:15])[CH2:10][CH2:9]1)[C:2]1[CH:7]=[CH:6][CH:5]=[CH:4][CH:3]=1.[OH-:24].[NH4+]. The catalyst is S(=O)(=O)(O)O. The product is [CH2:1]([N:8]1[CH2:9][CH2:10][C:11]([NH:16][C:17]2[CH:18]=[CH:19][C:20]([Cl:23])=[CH:21][CH:22]=2)([C:14]([NH2:15])=[O:24])[CH2:12][CH2:13]1)[C:2]1[CH:3]=[CH:4][CH:5]=[CH:6][CH:7]=1. The yield is 0.710. (8) The reactants are [CH3:1][CH:2]([CH3:16])[C:3]([C:5]1[NH:6][C:7]2[C:12]([CH:13]=1)=[CH:11][CH:10]=[C:9]([S:14][CH3:15])[CH:8]=2)=[O:4].[C:17]([O:21][C:22](=[O:27])[NH:23][CH2:24][CH2:25]Br)([CH3:20])([CH3:19])[CH3:18]. The catalyst is [N+](CCCC)(CCCC)(CCCC)CCCC.[Br-].[OH-].[Na+].O. The product is [C:3]([C:5]1[N:6]([CH2:25][CH2:24][NH:23][C:22](=[O:27])[O:21][C:17]([CH3:20])([CH3:19])[CH3:18])[C:7]2[C:12]([CH:13]=1)=[CH:11][CH:10]=[C:9]([S:14][CH3:15])[CH:8]=2)(=[O:4])[CH:2]([CH3:16])[CH3:1]. The yield is 0.207. (9) The reactants are [F:1][C:2]([F:13])([F:12])[S:3][C:4]1[CH:11]=[CH:10][C:7]([CH2:8][NH2:9])=[CH:6][CH:5]=1.[C:14](Cl)(=[O:21])[C:15]1[CH:20]=[CH:19][CH:18]=[CH:17][CH:16]=1.C(=O)(O)[O-].[Na+]. The catalyst is C(Cl)Cl.C(OCC)(=O)C. The product is [F:13][C:2]([F:12])([F:1])[S:3][C:4]1[CH:11]=[CH:10][C:7]([CH2:8][NH:9][C:14](=[O:21])[C:15]2[CH:20]=[CH:19][CH:18]=[CH:17][CH:16]=2)=[CH:6][CH:5]=1. The yield is 0.990. (10) The reactants are [NH:1]1[CH:5]=[CH:4][C:3]([C:6]([O:8][CH3:9])=[O:7])=[CH:2]1.[Br:10]N1C(=O)CCC1=O.O. The catalyst is O1CCCC1.N1C=CC=CC=1. The product is [Br:10][C:5]1[NH:1][CH:2]=[C:3]([C:6]([O:8][CH3:9])=[O:7])[CH:4]=1. The yield is 0.620.